Dataset: Forward reaction prediction with 1.9M reactions from USPTO patents (1976-2016). Task: Predict the product of the given reaction. Given the reactants [Cl:1][C:2]1[C:10]2[N:6]([C:7]([CH2:14][CH2:15][O:16][CH3:17])=[CH:8][C:9]=2[C:11]([OH:13])=O)[CH:5]=[CH:4][CH:3]=1.[F:18][C:19]1([F:28])[CH2:24][CH:23]([CH3:25])[CH2:22][CH:21]([CH2:26][NH2:27])[CH2:20]1.C1C=CC2N(O)N=NC=2C=1.CCN=C=NCCCN(C)C.CCN(C(C)C)C(C)C, predict the reaction product. The product is: [Cl:1][C:2]1[C:10]2[N:6]([C:7]([CH2:14][CH2:15][O:16][CH3:17])=[CH:8][C:9]=2[C:11]([NH:27][CH2:26][CH:21]2[CH2:22][CH:23]([CH3:25])[CH2:24][C:19]([F:18])([F:28])[CH2:20]2)=[O:13])[CH:5]=[CH:4][CH:3]=1.